Dataset: Full USPTO retrosynthesis dataset with 1.9M reactions from patents (1976-2016). Task: Predict the reactants needed to synthesize the given product. (1) Given the product [Br:8][C:5]1[CH:6]=[CH:7][C:2]2[N:3]([CH:10]=[C:11]([C:13]3[CH:18]=[CH:17][C:16]([F:19])=[C:15]([F:20])[CH:14]=3)[N:1]=2)[CH:4]=1, predict the reactants needed to synthesize it. The reactants are: [NH2:1][C:2]1[CH:7]=[CH:6][C:5]([Br:8])=[CH:4][N:3]=1.Br[CH2:10][C:11]([C:13]1[CH:18]=[CH:17][C:16]([F:19])=[C:15]([F:20])[CH:14]=1)=O.[OH-].[Na+]. (2) Given the product [CH3:17][C:18]1([CH3:34])[C:22]([CH3:24])([CH3:23])[O:21][B:20]([C:2]2[CH:3]=[C:4]3[C:9](=[CH:10][CH:11]=2)[N:8]=[CH:7][CH:6]=[CH:5]3)[O:19]1, predict the reactants needed to synthesize it. The reactants are: Br[C:2]1[CH:3]=[C:4]2[C:9](=[CH:10][CH:11]=1)[N:8]=[CH:7][CH:6]=[CH:5]2.CC([O-])=O.[K+].[CH3:17][C:18]1([CH3:34])[C:22]([CH3:24])([CH3:23])[O:21][B:20]([B:20]2[O:21][C:22]([CH3:24])([CH3:23])[C:18]([CH3:34])([CH3:17])[O:19]2)[O:19]1. (3) Given the product [C:1]([C:5]1[CH:23]=[C:8]2[N:9]=[C:10]([CH3:22])[C:11]([CH:14]([CH2:19][CH2:20][CH3:21])[C:15]([O:17][CH3:18])=[O:16])=[C:12]([C:32]3[CH:33]=[CH:34][C:35]4[O:39][CH:38]=[CH:37][C:36]=4[CH:40]=3)[N:7]2[N:6]=1)([CH3:4])([CH3:3])[CH3:2], predict the reactants needed to synthesize it. The reactants are: [C:1]([C:5]1[CH:23]=[C:8]2[N:9]=[C:10]([CH3:22])[C:11]([CH:14]([CH2:19][CH2:20][CH3:21])[C:15]([O:17][CH3:18])=[O:16])=[C:12](Cl)[N:7]2[N:6]=1)([CH3:4])([CH3:3])[CH3:2].CC1(C)C(C)(C)OB([C:32]2[CH:33]=[CH:34][C:35]3[O:39][CH:38]=[CH:37][C:36]=3[CH:40]=2)O1.C(N(C(C)C)CC)(C)C. (4) Given the product [CH3:21][C:15]1[C:16]([CH3:20])=[CH:17][CH:18]=[CH:19][C:14]=1[C:12]1[N:11]=[C:10]([NH2:22])[N:9]=[C:8]([NH:6][CH2:1][CH2:2][CH2:3][CH2:4][CH3:5])[CH:13]=1, predict the reactants needed to synthesize it. The reactants are: [CH2:1]([NH2:6])[CH2:2][CH2:3][CH2:4][CH3:5].Cl[C:8]1[CH:13]=[C:12]([C:14]2[CH:19]=[CH:18][CH:17]=[C:16]([CH3:20])[C:15]=2[CH3:21])[N:11]=[C:10]([NH2:22])[N:9]=1. (5) Given the product [C:8]1([CH2:7][OH:17])[CH:16]=[CH:15][CH:14]=[C:10]([CH2:11][OH:12])[CH:9]=1, predict the reactants needed to synthesize it. The reactants are: [H-].[Al+3].[Li+].[H-].[H-].[H-].[C:7](Cl)(=[O:17])[C:8]1[CH:16]=[CH:15][CH:14]=[C:10]([C:11](Cl)=[O:12])[CH:9]=1. (6) Given the product [CH3:1][O:2][N:3]([C:31]([C:44]1[CH:49]=[CH:48][CH:47]=[CH:46][CH:45]=1)([C:38]1[CH:39]=[CH:40][CH:41]=[CH:42][CH:43]=1)[C:32]1[CH:37]=[CH:36][CH:35]=[CH:34][CH:33]=1)[C:4]1[NH:5][C:6](=[O:30])[C:7]2[N:8]=[CH:9][N:10]([C@@H:13]3[O:17][C@H:16]([CH2:18][OH:19])[CH2:15][C@:14]3([C:28]#[CH:29])[F:27])[C:11]=2[N:12]=1, predict the reactants needed to synthesize it. The reactants are: [CH3:1][O:2][N:3]([C:31]([C:44]1[CH:49]=[CH:48][CH:47]=[CH:46][CH:45]=1)([C:38]1[CH:43]=[CH:42][CH:41]=[CH:40][CH:39]=1)[C:32]1[CH:37]=[CH:36][CH:35]=[CH:34][CH:33]=1)[C:4]1[NH:5][C:6](=[O:30])[C:7]2[N:8]=[CH:9][N:10]([C@@H:13]3[O:17][C@H:16]([CH2:18][O:19][Si](C(C)(C)C)(C)C)[CH2:15][C@:14]3([C:28]#[CH:29])[F:27])[C:11]=2[N:12]=1.[F-].[NH4+]. (7) Given the product [C:14]([N:11]1[CH2:12][CH2:13][NH:8][CH2:9][CH2:10]1)([CH3:17])([CH3:16])[CH3:15], predict the reactants needed to synthesize it. The reactants are: C([N:8]1[CH2:13][CH2:12][N:11]([C:14]([CH3:17])([CH3:16])[CH3:15])[CH2:10][CH2:9]1)C1C=CC=CC=1. (8) Given the product [F:16][C:13]1[CH:12]=[CH:11][C:10]([C:9]2[S:8][C:7]([CH3:17])=[N:6][C:5]=2[C:3]([OH:4])=[O:2])=[CH:15][CH:14]=1, predict the reactants needed to synthesize it. The reactants are: C[O:2][C:3]([C:5]1[N:6]=[C:7]([CH3:17])[S:8][C:9]=1[C:10]1[CH:15]=[CH:14][C:13]([F:16])=[CH:12][CH:11]=1)=[O:4].[OH-].[Na+].